Dataset: Peptide-MHC class I binding affinity with 185,985 pairs from IEDB/IMGT. Task: Regression. Given a peptide amino acid sequence and an MHC pseudo amino acid sequence, predict their binding affinity value. This is MHC class I binding data. (1) The peptide sequence is IPQCRLTPL. The MHC is HLA-B44:02 with pseudo-sequence HLA-B44:02. The binding affinity (normalized) is 0. (2) The peptide sequence is EEALKGLPIR. The MHC is HLA-A30:01 with pseudo-sequence HLA-A30:01. The binding affinity (normalized) is 0.407. (3) The peptide sequence is QYDDLHKKF. The MHC is HLA-B15:01 with pseudo-sequence HLA-B15:01. The binding affinity (normalized) is 0.00470.